The task is: Binary Classification. Given a miRNA mature sequence and a target amino acid sequence, predict their likelihood of interaction.. This data is from Experimentally validated miRNA-target interactions with 360,000+ pairs, plus equal number of negative samples. (1) The miRNA is hsa-miR-548as-3p with sequence UAAAACCCACAAUUAUGUUUGU. The protein sequence of the target gene is MALSVPGYSPGFRKPPEVVRLRRKRARSRGAAASPPRELTEPAARRAALVAGLPLRPFPAAGGRGGGSGGGPAAARRNPFARLDNRPRVAAEPPDGPAREQPEAPVPFLDSNQENDLLWEEKFPERTTVTELPQTSHVSFSEPDIPSSKSTELPVDWSIKTRLLFTSSQPFTWADHLKAQEEAQGLVQHCRATEVTLPKSIQDPKLSSELRCTFQQSLIYWLHPALSWLPLFPRIGADRKMAGKTSPWSNDATLQHVLMSDWSVSFTSLYNLLKTKLCPYFYVCTYQFTVLFRAAGLAGS.... Result: 0 (no interaction). (2) The miRNA is mmu-miR-582-5p with sequence AUACAGUUGUUCAACCAGUUAC. The protein sequence of the target gene is MMEKYEKIGKIGEGSYGVVFKCRNRDTGQIVAIKKFLESEDDPVIKKIALREIRMLKQLKHPNLVNLLEVFRRKRRLHLVFEYCDHTVLHELDRYQRGVPEHLVKSITWQTLQAVNFCHKHNCIHRDVKPENILITKHSVIKLCDFGFARLLAGPSDYYTDYVATRWYRSPELLVGDTQYGPPVDVWAIGCVFAELLSGVPLWPGKSDVDQLYLIRKTLGDLIPRHQQVFSTNQYFSGVKIPDPEDMEPLELKFPNISYPALGLLKGCLHMDPTQRLTCEQLLHHPYFENIREIEDLAKE.... Result: 0 (no interaction). (3) The miRNA is hsa-miR-4500 with sequence UGAGGUAGUAGUUUCUU. The protein sequence of the target gene is MFKKLKQKISEEQQQLQQALAPAQASSNSSTPTRMRSRTSSFTEQLDEGTPNRESGDTQSFAQKLQLRVPSVESLFRSPIKESLFRSSSKESLVRTSSRESLNRLDLDSSTASFDPPSDMDSEAEDLVGNSDSLNKEQLIQRLRRMERSLSSYRGKYSELVTAYQMLQREKKKLQGILSQSQDKSLRRIAELREELQMDQQAKKHLQEEFDASLEEKDQYISVLQTQVSLLKQRLRNGPMNVDVLKPLPQLEPQAEVFTKEENPESDGEPVVEDGTSVKTLETLQQRVKRQENLLKRCKE.... Result: 1 (interaction). (4) The miRNA is mmu-miR-290a-5p with sequence ACUCAAACUAUGGGGGCACUUU. The protein sequence of the target gene is MAYSTVQRVALASGLVLAVSLLLPKAFLSRGKRPEPPPGPEGKLDRFPPMMHHHSAPSDGQTPGARFQRSHLAEAFAKAKGAGGGAGGGGSGRGLMGQIIPIYGFGIFLYILYILFKLSKGKTAEDRNCSTAPPGNAHRKITNFELVQLQEKLKETEEAMEKLINRVGPNGESRAQAVTSDQEKRLLHQLREITRVMKEGKFIDTSPEKEAEEAPYMEDWEGYPEETYPIYDLSDGIKRRQETILVDYPDLKEPSAEEIAEQMGEIEEEGSERLSWDHLPTDPGAQKDNSVAPCDPKPES.... Result: 1 (interaction). (5) The miRNA is hsa-miR-302b-5p with sequence ACUUUAACAUGGAAGUGCUUUC. The protein sequence of the target gene is MDSVRPLWLMLLSLLLVGTALGDASQAPPGNNAEICLLPPDDGPCRARIPSYYYDRYTQSCREFMYGGCEGNANNFETLEACNEACWKIEKVPKICRLKVNKKQCGELREQYFFNLSSMTCKKFISGGCHSNENRFPDEATCMDFCAPKRAPVFCYSPKDEGLCSANVTRYYFNPRHKACEAFNYTGCGGNDNNFVNLKDCKRTCVKALKKEKNKKMPRLLLANRRLKIKKKQF. Result: 0 (no interaction). (6) The miRNA is hsa-miR-7106-5p with sequence UGGGAGGAGGGGAUCUUGGG. The protein sequence of the target gene is MSQRKARGPPAMPGVGHSQTQAKARLLPGADRKRSRLSRTRQDPWEERSWSNQRWSRATPGPRGTRAGGLALGRSEASPENAARERSRVRTLRQAFLALQAALPAVPPDTKLSKLDVLVLAASYIAHLTRTLGHELPGPAWPPFLRGLRYLHPLKKWPMRSRLYAGGLGYSDLDSTTASTPSQRTRDAEVGSQVPGEADALLSTTPLSPALGDK. Result: 1 (interaction). (7) The miRNA is hsa-miR-151a-3p with sequence CUAGACUGAAGCUCCUUGAGG. The protein sequence of the target gene is MAEAVAAPISPWTMAATIQAMERKIESQAARLLSLEGRTGMAEKKLADCEKTAVEFGNQLEGKWAVLGTLLQEYGLLQRRLENVENLLRNRNFWILRLPPGSKGESPKEWGKLEDWQKELYKHVMRGNYETLVSLDYAISKPEVLSQIEQGKEPCNWRRPGPKIPDVPVDPSPGSGPPVPAPDLLMQIKQEGELQLQEQQALGVEAWAAGQPDIGEEPWGLSQLDSGAGDISTDATSGVHSNFSTTIPPTSWQTDLPPHHPSSACSDGTLKLNTAASTEDVKIVIKTEVQEEEVVATPVH.... Result: 0 (no interaction).